Dataset: Full USPTO retrosynthesis dataset with 1.9M reactions from patents (1976-2016). Task: Predict the reactants needed to synthesize the given product. (1) Given the product [CH:41]([C:43]1[CH:44]=[CH:45][C:46]([O:52][CH2:53][C:54]2[CH:59]=[CH:58][CH:57]=[CH:56][CH:55]=2)=[C:47]([CH:51]=1)[C:48]([NH:10][C:11]1[CH:12]=[N:13][CH:14]=[CH:15][CH:16]=1)=[O:49])=[O:42], predict the reactants needed to synthesize it. The reactants are: C(N(C(C)C)CC)(C)C.[NH2:10][C:11]1[CH:12]=[N:13][CH:14]=[CH:15][CH:16]=1.CN(C(ON1N=NC2C=CC=NC1=2)=[N+](C)C)C.F[P-](F)(F)(F)(F)F.[CH:41]([C:43]1[CH:44]=[CH:45][C:46]([O:52][CH2:53][C:54]2[CH:59]=[CH:58][CH:57]=[CH:56][CH:55]=2)=[C:47]([CH:51]=1)[C:48](O)=[O:49])=[O:42]. (2) Given the product [NH2:2][C:3]1[CH2:4][C:5]([C:18](=[O:20])[N:57]([CH2:58][CH2:59][CH3:60])[CH2:54][CH2:55][CH3:56])=[CH:6][C:7]2[CH:13]=[CH:12][C:11]([C:14]([O:16][CH3:17])=[O:15])=[CH:10][C:8]=2[N:9]=1, predict the reactants needed to synthesize it. The reactants are: Cl.[NH2:2][C:3]1[CH2:4][C:5]([C:18]([OH:20])=O)=[CH:6][C:7]2[CH:13]=[CH:12][C:11]([C:14]([O:16][CH3:17])=[O:15])=[CH:10][C:8]=2[N:9]=1.CN(C(ON1N=NC2C=CC=CC1=2)=[N+](C)C)C.F[P-](F)(F)(F)(F)F.CCN(C(C)C)C(C)C.[CH2:54]([NH:57][CH2:58][CH2:59][CH3:60])[CH2:55][CH3:56]. (3) Given the product [Br:15][C:7]1[CH:6]=[CH:5][C:4]([CH:1]([CH3:3])[CH3:2])=[CH:9][N:8]=1, predict the reactants needed to synthesize it. The reactants are: [CH:1]([C:4]1[CH:5]=[CH:6][C:7](N)=[N:8][CH:9]=1)([CH3:3])[CH3:2].N([O-])=O.[Na+].[Br:15]Br.[OH-].[Na+]. (4) Given the product [Cl:1][C:2]1[CH:3]=[C:4]([NH:9][C:10]2[N:15]=[C:14]([N:16]3[CH:20]=[CH:19][C:18]([C:21]([F:22])([F:23])[F:24])=[N:17]3)[C:13]([C:25]3[CH:26]=[C:27]([C:40]([OH:42])=[O:41])[C:28]([O:31][CH:32]([C:34]4[CH:35]=[CH:36][N:37]=[CH:38][CH:39]=4)[CH3:33])=[N:29][CH:30]=3)=[CH:12][N:11]=2)[CH:5]=[CH:6][C:7]=1[F:8], predict the reactants needed to synthesize it. The reactants are: [Cl:1][C:2]1[CH:3]=[C:4]([NH:9][C:10]2[N:15]=[C:14]([N:16]3[CH:20]=[CH:19][C:18]([C:21]([F:24])([F:23])[F:22])=[N:17]3)[C:13]([C:25]3[CH:26]=[C:27]([C:40]([O:42]C)=[O:41])[C:28]([O:31][CH:32]([C:34]4[CH:39]=[CH:38][N:37]=[CH:36][CH:35]=4)[CH3:33])=[N:29][CH:30]=3)=[CH:12][N:11]=2)[CH:5]=[CH:6][C:7]=1[F:8].O.[OH-].[Ba+2].[OH-].Cl. (5) The reactants are: [C:1]([C:4]1[CH:42]=[CH:41][C:7]([CH2:8][N:9]2[CH2:14][CH2:13][N:12]([C:15](=[O:30])[C:16]3[CH:21]=[C:20]([C:22]([F:25])([F:24])[F:23])[CH:19]=[C:18]([C:26]([F:29])([F:28])[F:27])[CH:17]=3)[C@H:11]([CH2:31][C:32]3[C:40]4[C:35](=[CH:36][CH:37]=[CH:38][CH:39]=4)[NH:34][CH:33]=3)[CH2:10]2)=[CH:6][CH:5]=1)(=[O:3])[CH3:2].[ClH:43]. Given the product [ClH:43].[C:1]([C:4]1[CH:5]=[CH:6][C:7]([CH2:8][N:9]2[CH2:14][CH2:13][N:12]([C:15](=[O:30])[C:16]3[CH:21]=[C:20]([C:22]([F:24])([F:25])[F:23])[CH:19]=[C:18]([C:26]([F:29])([F:28])[F:27])[CH:17]=3)[C@H:11]([CH2:31][C:32]3[C:40]4[C:35](=[CH:36][CH:37]=[CH:38][CH:39]=4)[NH:34][CH:33]=3)[CH2:10]2)=[CH:41][CH:42]=1)(=[O:3])[CH3:2], predict the reactants needed to synthesize it.